From a dataset of Full USPTO retrosynthesis dataset with 1.9M reactions from patents (1976-2016). Predict the reactants needed to synthesize the given product. (1) Given the product [CH3:10][C:6]1[CH:5]=[C:4]([N+:11]([O-:13])=[O:12])[C:3]([O:2][CH3:1])=[CH:8][C:7]=1[N:17]1[CH2:18][CH2:19][CH2:20][N:14]([C:21]([O:23][C:24]([CH3:27])([CH3:26])[CH3:25])=[O:22])[CH2:15][CH2:16]1, predict the reactants needed to synthesize it. The reactants are: [CH3:1][O:2][C:3]1[CH:8]=[C:7](F)[C:6]([CH3:10])=[CH:5][C:4]=1[N+:11]([O-:13])=[O:12].[N:14]1([C:21]([O:23][C:24]([CH3:27])([CH3:26])[CH3:25])=[O:22])[CH2:20][CH2:19][CH2:18][NH:17][CH2:16][CH2:15]1.C([O-])([O-])=O.[K+].[K+].O. (2) Given the product [CH3:17][N:13]1[C:14]2[C:10](=[CH:9][C:8]([N:4]3[CH:5]=[CH:6][CH:7]=[C:2]([B:21]([OH:22])[OH:20])[C:3]3=[O:18])=[CH:16][CH:15]=2)[CH:11]=[N:12]1, predict the reactants needed to synthesize it. The reactants are: Br[C:2]1[C:3](=[O:18])[N:4]([C:8]2[CH:9]=[C:10]3[C:14](=[CH:15][CH:16]=2)[N:13]([CH3:17])[N:12]=[CH:11]3)[CH:5]=[CH:6][CH:7]=1.C[O:20][B:21](OC)[O:22]C.[Li]CCCC. (3) Given the product [NH2:11][C:6]1[N:5]([C:12]2[CH:17]=[CH:16][CH:15]=[C:14]([C:21]3[CH:22]=[CH:23][CH:24]=[CH:25][C:20]=3[OH:19])[N:13]=2)[N:4]=[CH:3][C:7]=1[C:8]([O:10][CH2:35][CH3:36])=[O:9], predict the reactants needed to synthesize it. The reactants are: C([C:3]1[C:7]([C:8]([OH:10])=[O:9])=[C:6]([NH2:11])[N:5]([C:12]2[CH:17]=[CH:16][CH:15]=[C:14](Cl)[N:13]=2)[N:4]=1)C.[OH:19][C:20]1[CH:25]=[CH:24][CH:23]=[CH:22][C:21]=1B(O)O.C(=O)([O-])[O-].[Na+].[Na+].[C:35](#N)[CH3:36]. (4) Given the product [F:19][C:2]([F:1])([F:20])[C:3]1[N:4]=[C:5]([C:16]#[N:17])[N:6]([CH2:8][O:9][CH2:10][CH2:11][Si:12]([CH3:15])([CH3:13])[CH3:14])[CH:7]=1, predict the reactants needed to synthesize it. The reactants are: [F:1][C:2]([F:20])([F:19])[C:3]1[N:4]=[C:5]([CH:16]=[N:17]O)[N:6]([CH2:8][O:9][CH2:10][CH2:11][Si:12]([CH3:15])([CH3:14])[CH3:13])[CH:7]=1.C(OC(=O)C)(=O)C. (5) Given the product [CH3:1][O:2][C:3]1[CH:4]=[CH:5][C:6]2[NH:12][C:11](=[O:13])[N:10]([CH:14]3[CH2:19][CH2:18][N:17]([C:31]4[N:36]=[CH:35][N:34]=[C:33]([C:37]([O:39][CH2:40][CH3:41])=[O:38])[CH:32]=4)[CH2:16][CH2:15]3)[CH2:9][CH2:8][C:7]=2[CH:20]=1, predict the reactants needed to synthesize it. The reactants are: [CH3:1][O:2][C:3]1[CH:4]=[CH:5][C:6]2[NH:12][C:11](=[O:13])[N:10]([CH:14]3[CH2:19][CH2:18][NH:17][CH2:16][CH2:15]3)[CH2:9][CH2:8][C:7]=2[CH:20]=1.CCN(C(C)C)C(C)C.Cl[C:31]1[N:36]=[CH:35][N:34]=[C:33]([C:37]([O:39][CH2:40][CH3:41])=[O:38])[CH:32]=1.O. (6) Given the product [Cl:21][C:22]1[CH:27]=[CH:26][C:25]([N:28]2[C:32]([CH3:36])=[C:31]([C:33]([NH:20][C:6]3[CH:7]=[N:8][C:9]([N:10]4[CH2:11][CH2:12][C:13]5([O:14][CH2:15][CH2:16][O:17]5)[CH2:18][CH2:19]4)=[C:4]([CH:1]4[CH2:3][CH2:2]4)[CH:5]=3)=[O:34])[CH:30]=[N:29]2)=[CH:24][CH:23]=1, predict the reactants needed to synthesize it. The reactants are: [CH:1]1([C:4]2[CH:5]=[C:6]([NH2:20])[CH:7]=[N:8][C:9]=2[N:10]2[CH2:19][CH2:18][C:13]3([O:17][CH2:16][CH2:15][O:14]3)[CH2:12][CH2:11]2)[CH2:3][CH2:2]1.[Cl:21][C:22]1[CH:27]=[CH:26][C:25]([N:28]2[CH:32]=[C:31]([C:33](Cl)=[O:34])[CH:30]=[N:29]2)=[CH:24][CH:23]=1.[CH2:36](N(CC)CC)C.[OH-].[Na+]. (7) Given the product [CH3:59][N:60]([CH2:61][CH2:62][NH:63][C:53]([CH:50]1[CH2:51][CH2:52][N:47]([C:45]([C:41]2[NH:42][C:43]([CH3:44])=[C:39]([C:37]3[NH:38][C:34]4[CH:33]=[C:32]([C:24](=[O:31])[C:25]5[CH:26]=[CH:27][CH:28]=[CH:29][CH:30]=5)[CH:58]=[CH:57][C:35]=4[N:36]=3)[C:40]=2[CH3:56])=[O:46])[CH2:48][CH2:49]1)=[O:55])[CH3:64], predict the reactants needed to synthesize it. The reactants are: Cl.C(N=C=NCCCN(C)C)C.O.ON1C2C=CC=CC=2N=N1.[C:24]([C:32]1[CH:58]=[CH:57][C:35]2[N:36]=[C:37]([C:39]3[C:40]([CH3:56])=[C:41]([C:45]([N:47]4[CH2:52][CH2:51][CH:50]([C:53]([OH:55])=O)[CH2:49][CH2:48]4)=[O:46])[NH:42][C:43]=3[CH3:44])[NH:38][C:34]=2[CH:33]=1)(=[O:31])[C:25]1[CH:30]=[CH:29][CH:28]=[CH:27][CH:26]=1.[CH3:59][N:60]([CH3:64])[CH2:61][CH2:62][NH2:63].